Dataset: Forward reaction prediction with 1.9M reactions from USPTO patents (1976-2016). Task: Predict the product of the given reaction. (1) Given the reactants CC1(C)[N:6](C(OC(C)(C)C)=O)[C@:5]([CH3:20])([C:14]2[S:15][C:16]([CH3:19])=[N:17][N:18]=2)[CH2:4][O:3]1.[F:22][C:23]([F:28])([F:27])[C:24]([OH:26])=[O:25], predict the reaction product. The product is: [F:22][C:23]([F:28])([F:27])[C:24]([OH:26])=[O:25].[NH2:6][C@@:5]([C:14]1[S:15][C:16]([CH3:19])=[N:17][N:18]=1)([CH3:20])[CH2:4][OH:3]. (2) Given the reactants C[CH2:2][N:3](CC)[CH2:4]C.[CH3:8][N:9](C(ON1N=NC2C=CC=CC1=2)=[N+](C)C)[CH3:10].[B-](F)(F)(F)F.[O:30]1[C:34]2([CH2:39][CH2:38][CH:37]([CH2:40][C:41]([OH:43])=O)[CH2:36][CH2:35]2)[O:33][CH2:32][CH2:31]1.CNC, predict the reaction product. The product is: [CH3:2][N:3]([CH3:4])[C:41](=[O:43])[CH2:40][CH:37]1[CH2:38][CH2:39][C:34]2([O:33][CH2:32][CH2:31][O:30]2)[CH2:35][CH2:36]1.[CH3:8][N:9]([CH3:10])[C:41](=[O:43])[CH2:40][CH:37]1[CH2:38][CH2:39][C:34](=[O:33])[CH2:35][CH2:36]1.